This data is from Full USPTO retrosynthesis dataset with 1.9M reactions from patents (1976-2016). The task is: Predict the reactants needed to synthesize the given product. (1) Given the product [CH2:1]([O:3][C:4]1[CH:31]=[CH:30][C:7](/[CH:8]=[C:9]2/[C:10](=[O:29])[N:11]([CH2:15][C:16]3[CH:17]=[CH:18][C:19]([C:20]([OH:22])=[O:21])=[CH:27][CH:28]=3)[C:12](=[O:14])[S:13]/2)=[CH:6][CH:5]=1)[CH3:2], predict the reactants needed to synthesize it. The reactants are: [CH2:1]([O:3][C:4]1[CH:31]=[CH:30][C:7](/[CH:8]=[C:9]2/[C:10](=[O:29])[N:11]([CH2:15][C:16]3[CH:28]=[CH:27][C:19]([C:20]([O:22]C(C)(C)C)=[O:21])=[CH:18][CH:17]=3)[C:12](=[O:14])[S:13]/2)=[CH:6][CH:5]=1)[CH3:2].NCCN1C(=O)C(CC2C=CC(OCC)=CC=2)SC1=O. (2) Given the product [NH:1]1[C:9]2[C:4](=[CH:5][CH:6]=[C:7]([NH:10][C:11]3[C:12]4[CH:29]=[CH:28][NH:27][C:13]=4[N:14]=[C:15]([NH:17][C:18]4[CH:19]=[CH:20][C:21]([C:22]([NH2:24])=[O:23])=[CH:25][CH:26]=4)[N:16]=3)[CH:8]=2)[CH:3]=[N:2]1, predict the reactants needed to synthesize it. The reactants are: [NH:1]1[C:9]2[C:4](=[CH:5][CH:6]=[C:7]([NH:10][C:11]3[C:12]4[CH:29]=[CH:28][N:27](S(C5C=CC(C)=CC=5)(=O)=O)[C:13]=4[N:14]=[C:15]([NH:17][C:18]4[CH:26]=[CH:25][C:21]([C:22]([NH2:24])=[O:23])=[CH:20][CH:19]=4)[N:16]=3)[CH:8]=2)[CH:3]=[N:2]1.[OH-].[K+]. (3) Given the product [C:23]([O:27][C:28]([N:30]1[CH2:35][CH2:34][C:33](=[C:36]([C:39]([NH2:42])=[N:40][O:41][C:14](=[O:13])[C:15]2[CH:20]=[CH:19][CH:18]=[C:17]([Cl:21])[CH:16]=2)[CH2:37][CH3:38])[CH2:32][CH2:31]1)=[O:29])([CH3:24])([CH3:25])[CH3:26], predict the reactants needed to synthesize it. The reactants are: NC(=N[O:13][C:14](=O)[C:15]1[CH:20]=[CH:19][CH:18]=[C:17]([Cl:21])[CH:16]=1)CP(=O)(OCC)OCC.[C:23]([O:27][C:28]([N:30]1[CH2:35][CH2:34][C:33](=[C:36]([C:39]([NH2:42])=[N:40][OH:41])[CH2:37][CH3:38])[CH2:32][CH2:31]1)=[O:29])([CH3:26])([CH3:25])[CH3:24].